Dataset: Full USPTO retrosynthesis dataset with 1.9M reactions from patents (1976-2016). Task: Predict the reactants needed to synthesize the given product. (1) Given the product [Cl:9][C:10]1[N:11]=[C:12]([N:1]2[CH2:6][CH2:5][CH:4]([CH2:7][OH:8])[CH2:3][CH2:2]2)[C:13]2[C:18]([C:19]3[CH:24]=[CH:23][CH:22]=[CH:21][CH:20]=3)=[CH:17][S:16][C:14]=2[N:15]=1, predict the reactants needed to synthesize it. The reactants are: [NH:1]1[CH2:6][CH2:5][CH:4]([CH2:7][OH:8])[CH2:3][CH2:2]1.[Cl:9][C:10]1[N:11]=[C:12](Cl)[C:13]2[C:18]([C:19]3[CH:24]=[CH:23][CH:22]=[CH:21][CH:20]=3)=[CH:17][S:16][C:14]=2[N:15]=1.C(N(CC)CC)C. (2) Given the product [F:26][C:23]1[CH:24]=[CH:25][C:20]([C:9]2[C:8](=[O:7])[N:2]3[CH2:3][CH2:4][CH2:5][N:1]3[C:10]=2[C:12]2[CH:17]=[CH:16][N:15]=[C:14]([S:18][CH3:19])[N:13]=2)=[CH:21][CH:22]=1, predict the reactants needed to synthesize it. The reactants are: [NH:1]1[CH2:5][CH2:4][CH2:3][NH:2]1.C[O:7][C:8](=O)[CH:9]([C:20]1[CH:25]=[CH:24][C:23]([F:26])=[CH:22][CH:21]=1)[C:10]([C:12]1[CH:17]=[CH:16][N:15]=[C:14]([S:18][CH3:19])[N:13]=1)=O. (3) Given the product [Br:1][C:2]1[CH:16]=[CH:15][C:5]([O:6][C:7]2[CH:14]=[CH:13][CH:12]=[CH:11][C:8]=2[OH:27])=[C:4]([O:17][CH3:18])[CH:3]=1, predict the reactants needed to synthesize it. The reactants are: [Br:1][C:2]1[CH:16]=[CH:15][C:5]([O:6][C:7]2[CH:14]=[CH:13][CH:12]=[CH:11][C:8]=2C=O)=[C:4]([O:17][CH3:18])[CH:3]=1.ClC1C=CC=C(C(OO)=[O:27])C=1. (4) Given the product [NH:25]1[C:26]2[C:31](=[CH:30][CH:29]=[CH:28][CH:27]=2)[C:23]([N:17]2[CH2:18][CH2:19][N:20]([CH2:2][CH2:3][C:4]3[C:9]([CH3:10])=[CH:8][C:7]([NH:11][C:12](=[O:14])[CH3:13])=[C:6]([CH3:15])[CH:5]=3)[CH2:21][CH2:22]2)=[N:24]1, predict the reactants needed to synthesize it. The reactants are: Cl[CH2:2][CH2:3][C:4]1[C:9]([CH3:10])=[CH:8][C:7]([NH:11][C:12](=[O:14])[CH3:13])=[C:6]([CH3:15])[CH:5]=1.Cl.[N:17]1([C:23]2[C:31]3[C:26](=[CH:27][CH:28]=[CH:29][CH:30]=3)[NH:25][N:24]=2)[CH2:22][CH2:21][NH:20][CH2:19][CH2:18]1. (5) Given the product [N+:1]([C:4]1[CH:5]=[CH:6][C:7]([C:10]2[N:14]=[CH:13][N:12]([C:16]3[CH:21]=[CH:20][C:19]([C:22]([F:25])([F:24])[F:23])=[CH:18][CH:17]=3)[N:11]=2)=[CH:8][CH:9]=1)([O-:3])=[O:2], predict the reactants needed to synthesize it. The reactants are: [N+:1]([C:4]1[CH:9]=[CH:8][C:7]([C:10]2[N:14]=[CH:13][NH:12][N:11]=2)=[CH:6][CH:5]=1)([O-:3])=[O:2].Br[C:16]1[CH:21]=[CH:20][C:19]([C:22]([F:25])([F:24])[F:23])=[CH:18][CH:17]=1.C(=O)([O-])[O-].[Cs+].[Cs+].OC1C=CC=C2C=1N=CC=C2. (6) Given the product [F:1][C:2]1[CH:3]=[C:4]([NH:18][C:26]([C:23]2[C:22](=[O:29])[N:21]([C:30]3[CH:31]=[CH:32][CH:33]=[CH:34][CH:35]=3)[N:20]([CH3:19])[C:24]=2[CH3:25])=[O:27])[CH:5]=[CH:6][C:7]=1[O:8][C:9]1[C:10]2[N:11]([CH:15]=[CH:16][CH:17]=2)[N:12]=[CH:13][CH:14]=1, predict the reactants needed to synthesize it. The reactants are: [F:1][C:2]1[CH:3]=[C:4]([NH2:18])[CH:5]=[CH:6][C:7]=1[O:8][C:9]1[C:10]2[N:11]([CH:15]=[CH:16][CH:17]=2)[N:12]=[CH:13][CH:14]=1.[CH3:19][N:20]1[C:24]([CH3:25])=[C:23]([C:26](O)=[O:27])[C:22](=[O:29])[N:21]1[C:30]1[CH:35]=[CH:34][CH:33]=[CH:32][CH:31]=1.CN(C(ON1N=NC2C=CC=NC1=2)=[N+](C)C)C.F[P-](F)(F)(F)(F)F.C(N(CC)CC)C.